From a dataset of Reaction yield outcomes from USPTO patents with 853,638 reactions. Predict the reaction yield, written as a fraction of the theoretical maximum amount of product (1.0 means a 100% yield; for example, 0.34 means a 34% yield). (1) The reactants are [CH3:1][C:2]1[CH:3]=[CH:4][C:5](=[O:9])[NH:6][C:7]=1[CH3:8].[N+:10]([O-])([OH:12])=[O:11]. The catalyst is S(=O)(=O)(O)O. The product is [CH3:1][C:2]1[CH:3]=[C:4]([N+:10]([O-:12])=[O:11])[C:5](=[O:9])[NH:6][C:7]=1[CH3:8]. The yield is 0.615. (2) The reactants are [CH3:1][C:2]1[C:3]([C:24]2[CH:29]=[CH:28][CH:27]=[CH:26][CH:25]=2)=[C:4]([O:14][C:15]2[CH:20]=[CH:19][C:18]([N+:21]([O-])=O)=[CH:17][CH:16]=2)[C:5]2[C:10]([CH:11]=1)=[CH:9][C:8]([O:12][CH3:13])=[CH:7][CH:6]=2. The catalyst is CCO.O=[Pt]=O. The product is [CH3:1][C:2]1[C:3]([C:24]2[CH:29]=[CH:28][CH:27]=[CH:26][CH:25]=2)=[C:4]([O:14][C:15]2[CH:20]=[CH:19][C:18]([NH2:21])=[CH:17][CH:16]=2)[C:5]2[C:10]([CH:11]=1)=[CH:9][C:8]([O:12][CH3:13])=[CH:7][CH:6]=2. The yield is 1.00. (3) The reactants are [NH2:1][C:2]1[N:7]=[CH:6][N:5]=[C:4]2[N:8]([CH:26]([C:28]3[O:29][C:30](=[O:43])[C:31]4[C:36]([C:37]=3[C:38]3[S:42][CH:41]=[N:40][CH:39]=3)=[CH:35][CH:34]=[CH:33][CH:32]=4)[CH3:27])[N:9]=[C:10]([C:11]3[CH:16]=[C:15]([F:17])[CH:14]=[C:13]([O:18][Si](C(C)(C)C)(C)C)[CH:12]=3)[C:3]=12. The catalyst is Cl.CCO. The product is [NH2:1][C:2]1[N:7]=[CH:6][N:5]=[C:4]2[N:8]([CH:26]([C:28]3[O:29][C:30](=[O:43])[C:31]4[C:36]([C:37]=3[C:38]3[S:42][CH:41]=[N:40][CH:39]=3)=[CH:35][CH:34]=[CH:33][CH:32]=4)[CH3:27])[N:9]=[C:10]([C:11]3[CH:12]=[C:13]([OH:18])[CH:14]=[C:15]([F:17])[CH:16]=3)[C:3]=12. The yield is 0.740. (4) The reactants are [S:1]1[C:9]2[C:4](=[N:5][CH:6]=[CH:7][C:8]=2O)[CH:3]=[CH:2]1.O=P(Cl)(Cl)[Cl:13]. No catalyst specified. The product is [Cl:13][C:8]1[CH:7]=[CH:6][N:5]=[C:4]2[CH:3]=[CH:2][S:1][C:9]=12. The yield is 0.720. (5) The reactants are Cl[C:2]1[N:7]=[C:6]([NH:8][CH2:9][CH2:10][C:11]2[CH:16]=[CH:15][CH:14]=[C:13]([O:17][CH3:18])[CH:12]=2)[C:5]([Cl:19])=[CH:4][N:3]=1.[NH2:20][C:21]1[CH:22]=[C:23]([CH:26]=[CH:27][CH:28]=1)[CH2:24][OH:25].O.C1(C)C=CC(S(O)(=O)=O)=CC=1.C([O-])(O)=O.[Na+]. The catalyst is O1CCOCC1. The product is [Cl:19][C:5]1[C:6]([NH:8][CH2:9][CH2:10][C:11]2[CH:16]=[CH:15][CH:14]=[C:13]([O:17][CH3:18])[CH:12]=2)=[N:7][C:2]([NH:20][C:21]2[CH:22]=[C:23]([CH2:24][OH:25])[CH:26]=[CH:27][CH:28]=2)=[N:3][CH:4]=1. The yield is 1.00. (6) The reactants are [Cl:1][C:2]1[CH:7]=[CH:6][C:5]([CH:8]2[C:15]3[C:11](=[N:12][NH:13][C:14]=3[CH3:16])[C:10](=[O:17])[N:9]2[C:18]2[CH:23]=[CH:22][C:21](=[O:24])[N:20]([CH3:25])[CH:19]=2)=[CH:4][CH:3]=1.[H-].[Na+].[CH3:28]I. The catalyst is CN(C=O)C. The product is [Cl:1][C:2]1[CH:7]=[CH:6][C:5]([CH:8]2[C:15]3[C:11](=[N:12][N:13]([CH3:28])[C:14]=3[CH3:16])[C:10](=[O:17])[N:9]2[C:18]2[CH:23]=[CH:22][C:21](=[O:24])[N:20]([CH3:25])[CH:19]=2)=[CH:4][CH:3]=1. The yield is 0.380.